From a dataset of Full USPTO retrosynthesis dataset with 1.9M reactions from patents (1976-2016). Predict the reactants needed to synthesize the given product. (1) Given the product [Br:1][C:2]1[CH:11]=[C:10]2[C:5]([CH:6]=[CH:7][N+:8]([O-:21])=[CH:9]2)=[CH:4][C:3]=1[Cl:12], predict the reactants needed to synthesize it. The reactants are: [Br:1][C:2]1[CH:11]=[C:10]2[C:5]([CH:6]=[CH:7][N:8]=[CH:9]2)=[CH:4][C:3]=1[Cl:12].ClC1C=CC=C(C(OO)=[O:21])C=1. (2) Given the product [CH3:34][O:33][C:23]1[CH:22]=[C:21]([C:18]2[N:14]3[CH2:15][CH2:16][CH2:17][C:12]([NH:5][C:4]4[CH:3]=[C:2]([F:1])[C:8]([F:9])=[C:7]([F:10])[CH:6]=4)([C:35]([O:37][CH2:38][CH3:39])=[O:36])[C:13]3=[N:20][N:19]=2)[CH:26]=[CH:25][C:24]=1[C:27]1[O:31][C:30]([CH3:32])=[N:29][CH:28]=1, predict the reactants needed to synthesize it. The reactants are: [F:1][C:2]1[CH:3]=[C:4]([CH:6]=[C:7]([F:10])[C:8]=1[F:9])[NH2:5].Cl[C:12]1([C:35]([O:37][CH2:38][CH3:39])=[O:36])[CH2:17][CH2:16][CH2:15][N:14]2[C:18]([C:21]3[CH:26]=[CH:25][C:24]([C:27]4[O:31][C:30]([CH3:32])=[N:29][CH:28]=4)=[C:23]([O:33][CH3:34])[CH:22]=3)=[N:19][N:20]=[C:13]12. (3) The reactants are: [Cl:1][C:2]1[CH:3]=[C:4]([CH:6]=[CH:7][C:8]=1[O:9][C:10]1[C:19]2[C:14](=[CH:15][C:16]([O:22][CH3:23])=[C:17]([O:20][CH3:21])[CH:18]=2)[N:13]=[CH:12][CH:11]=1)[NH2:5].C1(C)C=CC=CC=1.[CH2:31]([N:38]=[C:39]=[S:40])[C:32]1[CH:37]=[CH:36][CH:35]=[CH:34][CH:33]=1. Given the product [CH2:31]([NH:38][C:39]([NH:5][C:4]1[CH:6]=[CH:7][C:8]([O:9][C:10]2[C:19]3[C:14](=[CH:15][C:16]([O:22][CH3:23])=[C:17]([O:20][CH3:21])[CH:18]=3)[N:13]=[CH:12][CH:11]=2)=[C:2]([Cl:1])[CH:3]=1)=[S:40])[C:32]1[CH:37]=[CH:36][CH:35]=[CH:34][CH:33]=1, predict the reactants needed to synthesize it.